From a dataset of Forward reaction prediction with 1.9M reactions from USPTO patents (1976-2016). Predict the product of the given reaction. (1) Given the reactants C([O:3][C:4](=[O:37])[C:5]([NH:7][C:8]1[CH:34]=[C:33]([CH3:35])[C:11]([O:12][C:13]2[CH:14]=[C:15]3[C:19](=[CH:20][CH:21]=2)[N:18](C(=O)C(OCC)=O)[N:17]=[C:16]3[CH2:29][CH:30]([CH3:32])[CH3:31])=[C:10]([CH3:36])[CH:9]=1)=[O:6])C.[O-]CC.[Na+], predict the reaction product. The product is: [CH3:36][C:10]1[CH:9]=[C:8]([NH:7][C:5](=[O:6])[C:4]([OH:37])=[O:3])[CH:34]=[C:33]([CH3:35])[C:11]=1[O:12][C:13]1[CH:14]=[C:15]2[C:19](=[CH:20][CH:21]=1)[NH:18][N:17]=[C:16]2[CH2:29][CH:30]([CH3:32])[CH3:31]. (2) Given the reactants [OH:1][C:2]1[CH:7]=[C:6]([O:8]COC)[CH:5]=[CH:4][C:3]=1[C:12](=[O:23])[CH2:13][CH2:14][C:15]1[CH:16]=[N:17][C:18]([O:21][CH3:22])=[CH:19][CH:20]=1.C(O)(C(F)(F)F)=O.[OH-].[Na+], predict the reaction product. The product is: [OH:1][C:2]1[CH:7]=[C:6]([OH:8])[CH:5]=[CH:4][C:3]=1[C:12](=[O:23])[CH2:13][CH2:14][C:15]1[CH:16]=[N:17][C:18]([O:21][CH3:22])=[CH:19][CH:20]=1. (3) The product is: [C:13]([C@@H:10]1[CH2:11][CH2:12][C:7]2[C@@:8]([CH3:16])([C@@H:2]([CH3:1])[CH2:3][C:4](=[O:5])[CH:6]=2)[CH2:9]1)(=[O:17])[CH3:14]. Given the reactants [CH3:1][C@H:2]1[C@:8]2([CH3:16])[CH2:9][C@H:10]([C:13](C)=[CH2:14])[CH2:11][CH2:12][C:7]2=[CH:6][C:4](=[O:5])[CH2:3]1.[OH:17]OS([O-])=O.[K+].[O-]S([O-])=O.[Na+].[Na+].CCOC(C)=O, predict the reaction product.